This data is from Forward reaction prediction with 1.9M reactions from USPTO patents (1976-2016). The task is: Predict the product of the given reaction. (1) The product is: [Cl:18][C:19]1[CH:20]=[C:21]([CH:24]=[CH:25][C:26]=1[Cl:27])[CH2:22][NH:23][C:2]1[C:11]2[C:6](=[C:7]([O:12][C:13]([F:16])([F:15])[F:14])[CH:8]=[CH:9][CH:10]=2)[N:5]=[C:4]([CH3:17])[CH:3]=1. Given the reactants Cl[C:2]1[C:11]2[C:6](=[C:7]([O:12][C:13]([F:16])([F:15])[F:14])[CH:8]=[CH:9][CH:10]=2)[N:5]=[C:4]([CH3:17])[CH:3]=1.[Cl:18][C:19]1[CH:20]=[C:21]([CH:24]=[CH:25][C:26]=1[Cl:27])[CH2:22][NH2:23], predict the reaction product. (2) Given the reactants [CH3:1][C:2]1[S:6][C:5]([C:7]([O:9]C)=[O:8])=[CH:4][C:3]=1[C:11]1[N:15]([CH3:16])[N:14]=[CH:13][CH:12]=1.[OH-].[Na+].Cl, predict the reaction product. The product is: [CH3:1][C:2]1[S:6][C:5]([C:7]([OH:9])=[O:8])=[CH:4][C:3]=1[C:11]1[N:15]([CH3:16])[N:14]=[CH:13][CH:12]=1. (3) Given the reactants [CH3:1][N:2]([CH3:25])[CH:3]1[CH2:7][CH2:6][N:5]([C:8]2[CH:21]=[CH:20][C:19]([N+:22]([O-])=O)=[CH:18][C:9]=2/[CH:10]=[C:11]2/[C:12](=[O:17])[NH:13][C:14](=[O:16])[S:15]/2)[CH2:4]1, predict the reaction product. The product is: [NH2:22][C:19]1[CH:20]=[CH:21][C:8]([N:5]2[CH2:6][CH2:7][CH:3]([N:2]([CH3:1])[CH3:25])[CH2:4]2)=[C:9]([CH:18]=1)/[CH:10]=[C:11]1/[C:12](=[O:17])[NH:13][C:14](=[O:16])[S:15]/1. (4) Given the reactants C(O[C:6]([N:8]1[CH2:13][CH2:12][C:11]2[N:14]([CH2:25][CH2:26][CH2:27]O)[N:15]=[C:16]([C:17]3[CH:22]=[CH:21][C:20]([Cl:23])=[C:19](I)[CH:18]=3)[C:10]=2[CH2:9]1)=[O:7])(C)(C)C.C(OC(N1CCC2N[N:43]=[C:44]([C:45]3[CH:50]=[CH:49][C:48]([Cl:51])=[C:47](I)[CH:46]=3)C=2C1)=O)(C)(C)C.[C:53]([O-:56])([O-])=O.[Cs+].[Cs+].Br[CH2:60][CH2:61][CH2:62]O, predict the reaction product. The product is: [Cl:23][C:20]1[CH:21]=[CH:22][C:17]([C:16]2[C:10]3[CH2:9][N:8]([C:6](=[O:7])[C:6]([NH2:8])=[O:7])[CH2:13][CH2:12][C:11]=3[N:14]([CH2:25][CH2:26][CH2:27][N:14]3[CH2:25][CH2:53][O:56][CH2:10][CH2:11]3)[N:15]=2)=[CH:18][C:19]=1[C:21]#[C:22][C:17]1[CH:16]=[CH:62][C:61]([CH2:60][NH:43][CH2:44][C:45]2[CH:46]=[CH:47][C:48]([Cl:51])=[CH:49][CH:50]=2)=[CH:19][CH:18]=1. (5) Given the reactants [CH2:1]([Sn:5][CH2:6][CH2:7][CH2:8][CH3:9])[CH2:2][CH2:3][CH3:4].[C:10](=O)=[O:11].[CH3:13][C:14](C)=[O:15], predict the reaction product. The product is: [OH:11][CH2:10][C@@H:9]1[CH2:8][CH2:7][CH2:6][CH2:13][C@H:14]1[OH:15].[CH2:1]([Sn:5][CH2:6][CH2:7][CH2:8][CH3:9])[CH2:2][CH2:3][CH3:4]. (6) Given the reactants [NH2:1][C:2]1[CH:3]=[C:4]2[C:9](=[CH:10][CH:11]=1)[N:8]=[CH:7][C:6]([C:12]#[N:13])=[C:5]2[NH:14][C:15]1[CH:20]=[CH:19][C:18]([F:21])=[C:17]([Cl:22])[CH:16]=1.[N:23]1([CH2:29][CH2:30][N:31]2[CH:35]=[CH:34][N:33]=[C:32]2[CH:36]=O)[CH2:28][CH2:27][O:26][CH2:25][CH2:24]1.[BH3-]C#N.[Na+], predict the reaction product. The product is: [Cl:22][C:17]1[CH:16]=[C:15]([NH:14][C:5]2[C:4]3[C:9](=[CH:10][CH:11]=[C:2]([NH:1][CH2:36][C:32]4[N:31]([CH2:30][CH2:29][N:23]5[CH2:24][CH2:25][O:26][CH2:27][CH2:28]5)[CH:35]=[CH:34][N:33]=4)[CH:3]=3)[N:8]=[CH:7][C:6]=2[C:12]#[N:13])[CH:20]=[CH:19][C:18]=1[F:21]. (7) Given the reactants [O:1]=[C:2]1[CH:6]([C:7](O)=[O:8])[CH2:5][CH2:4][N:3]1[C:10]1[CH:15]=[CH:14][C:13]([O:16][CH2:17][C:18]2[CH:23]=[CH:22][C:21]([C:24]([F:27])([F:26])[F:25])=[CH:20][CH:19]=2)=[CH:12][CH:11]=1.O[N:29]1C2C=CC=CC=2N=N1.Cl.CN(C)CCCN=C=NCC.N, predict the reaction product. The product is: [O:1]=[C:2]1[CH:6]([C:7]([NH2:29])=[O:8])[CH2:5][CH2:4][N:3]1[C:10]1[CH:15]=[CH:14][C:13]([O:16][CH2:17][C:18]2[CH:23]=[CH:22][C:21]([C:24]([F:27])([F:26])[F:25])=[CH:20][CH:19]=2)=[CH:12][CH:11]=1. (8) Given the reactants [F:1][C@@H:2]1[CH2:6][N:5]([C:7]2[CH:12]=[CH:11][N:10]3[N:13]=[CH:14][C:15]([C:16]([O:18]CC)=[O:17])=[C:9]3[CH:8]=2)[C@@H:4]([C:21]2[CH:26]=[CH:25][CH:24]=[C:23]([F:27])[CH:22]=2)[CH2:3]1.[Li+].[OH-].[OH-].[Na+], predict the reaction product. The product is: [F:1][C@@H:2]1[CH2:6][N:5]([C:7]2[CH:12]=[CH:11][N:10]3[N:13]=[CH:14][C:15]([C:16]([OH:18])=[O:17])=[C:9]3[CH:8]=2)[C@@H:4]([C:21]2[CH:26]=[CH:25][CH:24]=[C:23]([F:27])[CH:22]=2)[CH2:3]1. (9) Given the reactants [C:1]1([NH:7][CH2:8][C:9]([OH:11])=[O:10])[CH:6]=[CH:5][CH:4]=[CH:3][CH:2]=1.Cl.[CH3:13]O, predict the reaction product. The product is: [CH3:13][O:10][C:9](=[O:11])[CH2:8][NH:7][C:1]1[CH:6]=[CH:5][CH:4]=[CH:3][CH:2]=1. (10) Given the reactants [NH:1]1[C:9]2[C:4](=[CH:5][CH:6]=[CH:7][CH:8]=2)[C:3]([CH:10]=[CH:11][C:12]2[CH:22]=[CH:21][CH:20]=[CH:19][C:13]=2/[C:14](/[NH:17][OH:18])=[N:15]\[H])=[N:2]1.[CH2:23]([CH:25](CC(Cl)=O)[C:26](Cl)=[O:27])[CH3:24].[H-].C([Al+]CC(C)C)C(C)C.[C@H](O)(C([O-])=O)[C@@H](O)C([O-])=O.[Na+].[K+], predict the reaction product. The product is: [NH:1]1[C:9]2[C:4](=[CH:5][CH:6]=[CH:7][CH:8]=2)[C:3](/[CH:10]=[CH:11]/[C:12]2[CH:22]=[CH:21][CH:20]=[CH:19][C:13]=2[C:14]2[N:15]=[C:24]([CH2:23][CH2:25][CH2:26][OH:27])[O:18][N:17]=2)=[N:2]1.